The task is: Regression. Given a target protein amino acid sequence and a drug SMILES string, predict the binding affinity score between them. We predict pKd (pKd = -log10(Kd in M); higher means stronger binding). Dataset: bindingdb_kd.. This data is from Drug-target binding data from BindingDB using Kd measurements. (1) The small molecule is CC[C@H](C)[C@H](NC(=O)[C@H](CCCCN)NC(=O)[C@H](Cc1cnc[nH]1)NC(=O)[C@H](CCCNC(=N)N)NC(=O)[C@H](CCC(=O)O)NC(=O)[C@@H](NC(=O)[C@H](CC(C)C)NC(=O)[C@@H](N)CS)[C@@H](C)O)C(=O)N[C@@H](CC(C)C)C(=O)N[C@@H](Cc1cnc[nH]1)C(=O)N[C@@H](CCCNC(=N)N)C(=O)N[C@@H](CCOC(C(F)(F)F)(C(F)(F)F)C(F)(F)F)C(=O)N[C@@H](CC(C)C)C(=O)N[C@@H](CCC(N)=O)C(=O)N[C@@H](CCC(=O)O)C(=O)O. The target protein sequence is IRKDRRGGRMLKHKRQRDDGEGRGEVGSAGDMRAANLWPSPLMIKRSKKNSLALSLTADQMVSALLDAEPPILYSEYDPTRPFSEASMMGLLTNLADRELVHMINWAKRVPGFVDLTLHDQVHLLECAWLEILMIGLVWRSMEHPGKLLFAPNLLLDRNQGKCVEGMVEIFDMLLATSSRFRMMNLQGEEFVCLKSIILLNSGVYTFLSSTLKSLEEKDHIHRVLDKITDTLIHLMAKAGLTLQQQHQRLAQLLLILSHIRHMSNKGMEHLYSMKCKNVVPLYDLLLEMLDAHRLHAPTSRGGASVEETDQSHLATAGSTSSHSLQKYYITGEAEGFPATV. The pKd is 5.7. (2) The small molecule is Cc1cc(Nc2cc(N3CCN(C)CC3)nc(Sc3ccc(NC(=O)C4CC4)cc3)n2)[nH]n1. The target protein sequence is MLEICLKLVGCKSKKGLSSSSSCYLEEALQRPVASDFEPQGLSEAARWNSKENLLAGPSENDPNLFVALYDFVASGDNTLSITKGEKLRVLGYNHNGEWCEAQTKNGQGWVPSNYITPVNSLEKHSWYHGPVSRNAAEYLLSSGINGSFLVRESESSPGQRSISLRYEGRVYHYRINTASDGKLYVSSESRFNTLAELVHHHSTVADGLITTLHYPAPKRNKPTVYGVSPNYDKWEMERTDITMKHKLGGGQYGEVYEGVWKKYSLTVAVKTLKEDTMEVEEFLKEAAVMKEIKHPNLVQLLGVCTREPPFYIIIEFMTYGNLLDYLRECNRQEVNAVVLLYMATQISSAMEYLEKKNFIHRDLAARNCLVGENHLVKVADFGLSRLMTGDTYTAHAGAKFPIKWTAPESLAYNKFSIKSDVWAFGVLLWEIATYGMSPYPGIDLSQVYELLEKDYRMERPEGCPEKVYELMRACWQWNPSDRPSFAEIHQAFETMFQES.... The pKd is 8.2. (3) The pKd is 5.5. The drug is Nc1ncnc2c1ncn2[C@H]1O[C@@H](CSCC[C@@H](N)C(=O)O)[C@H](O)[C@@H]1O. The target protein sequence is MSSLSIPRQSLYYVNKVTEGRSVSNVQVVSPCQKQGQTYVTAFTPLTSNVQVHTSLEQLSTIRNADVLIFNNALSQIITNADLLTDFLKNATNATAIGGTVIIREDLKDCSDKRQVARLTDYFDVFRTTDSDGNNTGLDLYTVDQVEHSNYVEQNFLDFIFVFRKKVFAPTTDATITFRDFLDKTQYTNTGIDAYEWMFGVNFISPGGYDENLKIIKRFGDFKPGQTMLDIGVGIGGGARQVADEFGVHVHGIDLSSNMLAIALERLHEEKDSRVKYSITDALVYQFEDNSFDYVFSRDCIQHIPDTEKLFSRIYKALKPGGKVLITMYGKGYGEQSDKFKTYVAQRAYFLKNLKEIADIANKTGFVNVQTENMTPRFKEILLEERGHLEQNEAEFMSKFTQRERDSLISGWTDKLGYIEKDNHNWNFFLAQKPFPK. (4) The compound is CS(=O)(=O)N1CCN(Cc2cc3nc(-c4cccc5[nH]ncc45)nc(N4CCOCC4)c3s2)CC1. The target protein (Q9H4B4) has sequence MEPAAGFLSPRPFQRAAAAPAPPAGPGPPPSALRGPELEMLAGLPTSDPGRLITDPRSGRTYLKGRLLGKGGFARCYEATDTETGSAYAVKVIPQSRVAKPHQREKILNEIELHRDLQHRHIVRFSHHFEDADNIYIFLELCSRKSLAHIWKARHTLLEPEVRYYLRQILSGLKYLHQRGILHRDLKLGNFFITENMELKVGDFGLAARLEPPEQRKKTICGTPNYVAPEVLLRQGHGPEADVWSLGCVMYTLLCGSPPFETADLKETYRCIKQVHYTLPASLSLPARQLLAAILRASPRDRPSIDQILRHDFFTKGYTPDRLPISSCVTVPDLTPPNPARSLFAKVTKSLFGRKKKSKNHAQERDEVSGLVSGLMRTSVGHQDARPEAPAASGPAPVSLVETAPEDSSPRGTLASSGDGFEEGLTVATVVESALCALRNCIAFMPPAEQNPAPLAQPEPLVWVSKWVDYSNKFGFGYQLSSRRVAVLFNDGTHMALSAN.... The pKd is 5.0. (5) The drug is CCCCCCC(C)(C)c1ccc([C@@H]2C[C@H](O)CC[C@H]2CCCO)c(O)c1. The target protein sequence is MKSILDGLADTTFRTITTDLLYVGSNDIQYEDIKGDMASKLGYFPQKFPLTSFRGSPFQEKMTAGDNPQLVPADQVNITEFYNKSLSSFKENEENIQCGENFMDIECFMVLNPSQQLAIAVLSLTLGTFTVLENLLVLCVILHSRSLRCRPSYHFIGSLAVADLLGSVIFVYSFIDFHVFHRKDSRNVFLFKLGGVTASFTASVGSLFLTAIDRYISIHRALAYKRIVTRPKAVVAFCLMWTIAIVIAVLPLLGWNCEKLQSVCSDIFPHIDETYLMFWIGVTSVLLLFIVYAYMYILWKAHSHAVRMIQRGTQKSIIIHTSEDGKVQVTRPDQARMDIRLAKTLVLILVVLIICWGPLLAIMVYDVFGKMNKLIKTVFAFCSMLCLLNSTVNPIIYALRSKDLRHAFRSMFPSCEGTAQPLDNSMGDSDCLHKHANNAASVHRAAESCIKSTVKIAKVTMSVSTDTSAEAL. The pKd is 8.5. (6) The drug is N[C@@H](CCC(=O)N[C@@H](CS)C(=O)NCC(=O)O)C(=O)O. The target protein sequence is MKLVNLTKVSAAVLAVLALAACDDKNTDGKTTAKPAAEKTFVNCVSRSPQYFSPALAMDGISYNASSQQVYNRLVEFKRGSTEIEPALAESWDVSEDGLTYTFHLRKGVKFHSNKEFTPSRDFNADDVVFSFNRQLDPNHPYHTVSKATYPYFKAMKFPTLLKSVEKVDDHTVKFTLTKRDATFVSSLGMDFTSIYSAEYADAMLKAGKPETIDTTPIGTGPFAFTGYVLDQASRYVAHKDYWKGKADFDRLIFEIIPDATARYAKLQAGQCDLIDFPNATDIEKMKTDPKVQLLSQPGLNIAYVAFNTEKAPFDNVKVRQALNLAVDKKAIIDVVYQGAGIAAKNPLPPTIWGYNDSLAESEFNIEKAKQLLAEAGYPNGFETELWVQPVVRASNPNPRRMSEIIQADWAKIGVKAKLVTYEWGDYIKRTKAGELTAGTYGWSGDNGDPDNFLSPLFGSANVGNSNYARFNSPELDALLDKALGLSDKAERTKLYEQAQ.... The pKd is 5.8.